Dataset: Forward reaction prediction with 1.9M reactions from USPTO patents (1976-2016). Task: Predict the product of the given reaction. (1) Given the reactants [Cl:1][C:2]1[C:3]([C:9]2[CH:14]=[CH:13][C:12]([F:15])=[C:11]([NH:16][CH2:17][CH:18]3[CH2:23][O:22][C:21]([CH3:25])([CH3:24])[CH2:20][O:19]3)[N:10]=2)=[CH:4][C:5](F)=[N:6][CH:7]=1.[OH-].[NH4+:27], predict the reaction product. The product is: [Cl:1][C:2]1[C:3]([C:9]2[CH:14]=[CH:13][C:12]([F:15])=[C:11]([NH:16][CH2:17][CH:18]3[CH2:23][O:22][C:21]([CH3:25])([CH3:24])[CH2:20][O:19]3)[N:10]=2)=[CH:4][C:5]([NH2:27])=[N:6][CH:7]=1. (2) Given the reactants [N:1]1[CH:6]=[CH:5][C:4]([N:7]2[CH2:12][CH2:11][NH:10][CH2:9][CH2:8]2)=[CH:3][CH:2]=1.[CH:13]1[C:22]2[C:17](=[CH:18][CH:19]=[CH:20][CH:21]=2)[CH:16]=[CH:15][C:14]=1[S:23]([C:26]1[CH:34]=[CH:33][C:29]([C:30](O)=[O:31])=[CH:28][CH:27]=1)(=[O:25])=[O:24], predict the reaction product. The product is: [CH:13]1[C:22]2[C:17](=[CH:18][CH:19]=[CH:20][CH:21]=2)[CH:16]=[CH:15][C:14]=1[S:23]([C:26]1[CH:34]=[CH:33][C:29]([C:30]([N:10]2[CH2:9][CH2:8][N:7]([C:4]3[CH:5]=[CH:6][N:1]=[CH:2][CH:3]=3)[CH2:12][CH2:11]2)=[O:31])=[CH:28][CH:27]=1)(=[O:25])=[O:24]. (3) Given the reactants [C@H:1]12[CH2:7][C@H:4]([NH:5][CH2:6]1)[CH2:3][N:2]2[C:8]([O:10][C:11]([CH3:14])([CH3:13])[CH3:12])=[O:9].[C:15]([NH:25][CH2:26][C:27](O)=[O:28])([O:17][CH2:18][C:19]1[CH:24]=[CH:23][CH:22]=[CH:21][CH:20]=1)=[O:16].O.ON1C2C=CC=CC=2N=N1.C(N(CC)C(C)C)(C)C.Cl.CN(C)CCCN=C=NCC, predict the reaction product. The product is: [CH2:18]([O:17][C:15]([NH:25][CH2:26][C:27]([N:5]1[CH2:6][C@@H:1]2[CH2:7][C@H:4]1[CH2:3][N:2]2[C:8]([O:10][C:11]([CH3:14])([CH3:13])[CH3:12])=[O:9])=[O:28])=[O:16])[C:19]1[CH:24]=[CH:23][CH:22]=[CH:21][CH:20]=1. (4) Given the reactants [CH2:1]([O:3][CH2:4][C:5]([NH:7][C:8]1[C:9]2[N:10]([N:20]=[N:21][N:22]=2)[C:11]([CH3:19])=[CH:12][C:13]=1[NH:14][CH2:15][CH:16]([CH3:18])[CH3:17])=O)[CH3:2].Cl.N1C=CC=CC=1, predict the reaction product. The product is: [CH2:1]([O:3][CH2:4][C:5]1[N:14]([CH2:15][CH:16]([CH3:18])[CH3:17])[C:13]2[CH:12]=[C:11]([CH3:19])[N:10]3[N:20]=[N:21][N:22]=[C:9]3[C:8]=2[N:7]=1)[CH3:2]. (5) Given the reactants Br[C:2]1[C:6]2[CH2:7][N:8]([C:11]([NH:13][C:14]3[CH:19]=[CH:18][CH:17]=[C:16]([Cl:20])[CH:15]=3)=[O:12])[CH2:9][CH2:10][C:5]=2[NH:4][N:3]=1.[B-](F)(F)(F)[CH:22]=[CH2:23].[K+].CC(C1C=C(C(C)C)C(C2C=CC=CC=2P(C2CCCCC2)C2CCCCC2)=C(C(C)C)C=1)C.C([O-])([O-])=O.[Na+].[Na+], predict the reaction product. The product is: [Cl:20][C:16]1[CH:15]=[C:14]([NH:13][C:11]([N:8]2[CH2:9][CH2:10][C:5]3[NH:4][N:3]=[C:2]([CH:22]=[CH2:23])[C:6]=3[CH2:7]2)=[O:12])[CH:19]=[CH:18][CH:17]=1.